From a dataset of Catalyst prediction with 721,799 reactions and 888 catalyst types from USPTO. Predict which catalyst facilitates the given reaction. (1) Reactant: C([O-])([O-])=O.[Cs+].[Cs+].[Br:7][C:8]1[C:9](=[O:20])[NH:10][C:11]2[C:16]([CH:17]=1)=[CH:15][CH:14]=[C:13]([O:18][CH3:19])[CH:12]=2.BrC1C=CC(S(O[C@@H:32]2[CH2:36][N:35]([C:37]([O:39][C:40]([CH3:43])([CH3:42])[CH3:41])=[O:38])[C@H:34]([C:44]([O:46][CH3:47])=[O:45])[CH2:33]2)(=O)=O)=CC=1.CCOC(C)=O. Product: [Br:7][C:8]1[C:9]([O:20][C@H:32]2[CH2:36][N:35]([C:37]([O:39][C:40]([CH3:43])([CH3:42])[CH3:41])=[O:38])[C@H:34]([C:44]([O:46][CH3:47])=[O:45])[CH2:33]2)=[N:10][C:11]2[C:16]([CH:17]=1)=[CH:15][CH:14]=[C:13]([O:18][CH3:19])[CH:12]=2. The catalyst class is: 179. (2) Reactant: [CH3:1][C:2]1[CH:7]=[CH:6][C:5]([C:8]2[O:12][N:11]=[CH:10][C:9]=2[C:13](Cl)=[O:14])=[CH:4][CH:3]=1.[CH2:16]1[C:24]2[C:19](=[CH:20][CH:21]=[CH:22][CH:23]=2)[CH2:18][NH:17]1. Product: [CH3:1][C:2]1[CH:7]=[CH:6][C:5]([C:8]2[O:12][N:11]=[CH:10][C:9]=2[C:13]([N:17]2[CH2:18][C:19]3[C:24](=[CH:23][CH:22]=[CH:21][CH:20]=3)[CH2:16]2)=[O:14])=[CH:4][CH:3]=1. The catalyst class is: 4. (3) Reactant: [N:1]1[C:8](Cl)=[N:7][C:5](Cl)=[N:4][C:2]=1[Cl:3].C[Mg]Br.[CH3:13][O:14][C:15]1[CH:22]=[CH:21][C:18]([CH2:19][NH2:20])=[CH:17][CH:16]=1.[CH3:23]CN(C(C)C)C(C)C. Product: [Cl:3][C:2]1[N:1]=[C:8]([CH3:23])[N:7]=[C:5]([NH:20][CH2:19][C:18]2[CH:21]=[CH:22][C:15]([O:14][CH3:13])=[CH:16][CH:17]=2)[N:4]=1. The catalyst class is: 2. (4) Reactant: [Cl:1][C:2]1[C:7]([C:8]([O:10][CH3:11])=[O:9])=[C:6]([F:12])[C:5]([OH:13])=[CH:4][CH:3]=1.Br[CH2:15][C:16]1[CH:21]=[CH:20][CH:19]=[CH:18][CH:17]=1.C(=O)([O-])[O-].[K+].[K+].Cl. Product: [CH2:15]([O:13][C:5]1[C:6]([F:12])=[C:7]([C:2]([Cl:1])=[CH:3][CH:4]=1)[C:8]([O:10][CH3:11])=[O:9])[C:16]1[CH:21]=[CH:20][CH:19]=[CH:18][CH:17]=1. The catalyst class is: 3.